Dataset: NCI-60 drug combinations with 297,098 pairs across 59 cell lines. Task: Regression. Given two drug SMILES strings and cell line genomic features, predict the synergy score measuring deviation from expected non-interaction effect. Drug 1: CC1C(C(CC(O1)OC2CC(OC(C2O)C)OC3=CC4=CC5=C(C(=O)C(C(C5)C(C(=O)C(C(C)O)O)OC)OC6CC(C(C(O6)C)O)OC7CC(C(C(O7)C)O)OC8CC(C(C(O8)C)O)(C)O)C(=C4C(=C3C)O)O)O)O. Drug 2: C(CCl)NC(=O)N(CCCl)N=O. Cell line: MCF7. Synergy scores: CSS=33.5, Synergy_ZIP=-1.11, Synergy_Bliss=-6.43, Synergy_Loewe=-38.7, Synergy_HSA=-7.68.